From a dataset of Reaction yield outcomes from USPTO patents with 853,638 reactions. Predict the reaction yield, written as a fraction of the theoretical maximum amount of product (1.0 means a 100% yield; for example, 0.34 means a 34% yield). (1) The reactants are [F:1][C:2]([F:27])([F:26])[C:3]([N:5]1[CH2:10][CH2:9][CH2:8][C@@H:7]2[C:11]3[CH:12]=[C:13](OS(C(F)(F)F)(=O)=O)[CH:14]=[CH:15][C:16]=3[CH2:17][C@H:6]12)=[O:4].[CH3:28][N:29]1[CH:33]=[C:32](B(O)O)[CH:31]=[N:30]1. No catalyst specified. The product is [F:1][C:2]([F:27])([F:26])[C:3]([N:5]1[CH2:10][CH2:9][CH2:8][C@@H:7]2[C:11]3[CH:12]=[C:13]([C:32]4[CH:31]=[N:30][N:29]([CH3:28])[CH:33]=4)[CH:14]=[CH:15][C:16]=3[CH2:17][C@H:6]12)=[O:4]. The yield is 0.320. (2) The reactants are B(Br)(Br)Br.C[O:6][C:7]1[CH:34]=[CH:33][C:10]2[CH2:11][C@@H:12]([CH2:28][C:29]([O:31][CH3:32])=[O:30])[C:13](=[O:27])[N:14]([CH2:16][C:17]3[CH:22]=[CH:21][C:20]([C:23]([F:26])([F:25])[F:24])=[CH:19][CH:18]=3)[CH2:15][C:9]=2[CH:8]=1. The catalyst is C(Cl)Cl. The product is [OH:6][C:7]1[CH:34]=[CH:33][C:10]2[CH2:11][C@@H:12]([CH2:28][C:29]([O:31][CH3:32])=[O:30])[C:13](=[O:27])[N:14]([CH2:16][C:17]3[CH:18]=[CH:19][C:20]([C:23]([F:26])([F:24])[F:25])=[CH:21][CH:22]=3)[CH2:15][C:9]=2[CH:8]=1. The yield is 0.920. (3) The reactants are [Cl-].O[NH3+:3].[C:4](=[O:7])([O-])[OH:5].[Na+].CS(C)=O.[CH2:13]([C:17]1[N:18]=[C:19]([CH3:47])[N:20]([CH2:39][CH2:40][N:41]2[CH2:46][CH2:45][O:44][CH2:43][CH2:42]2)[C:21](=[O:38])[C:22]=1[CH2:23][C:24]1[CH:29]=[CH:28][C:27]([C:30]2[C:31]([C:36]#[N:37])=[CH:32][CH:33]=[CH:34][CH:35]=2)=[CH:26][CH:25]=1)[CH2:14][CH2:15][CH3:16]. The catalyst is C(OCC)(=O)C. The product is [CH2:13]([C:17]1[N:18]=[C:19]([CH3:47])[N:20]([CH2:39][CH2:40][N:41]2[CH2:46][CH2:45][O:44][CH2:43][CH2:42]2)[C:21](=[O:38])[C:22]=1[CH2:23][C:24]1[CH:25]=[CH:26][C:27]([C:30]2[CH:35]=[CH:34][CH:33]=[CH:32][C:31]=2[C:36]2[NH:3][C:4](=[O:7])[O:5][N:37]=2)=[CH:28][CH:29]=1)[CH2:14][CH2:15][CH3:16]. The yield is 0.390. (4) The reactants are [CH:1]1([C:4]2[CH:5]=[CH:6][C:7]([C:12]#[N:13])=[N:8][C:9]=2[CH2:10]O)[CH2:3][CH2:2]1.C(Br)(Br)(Br)[Br:15].C1C=CC(P(C2C=CC=CC=2)C2C=CC=CC=2)=CC=1. The catalyst is C1COCC1. The product is [Br:15][CH2:10][C:9]1[N:8]=[C:7]([C:12]#[N:13])[CH:6]=[CH:5][C:4]=1[CH:1]1[CH2:3][CH2:2]1. The yield is 0.740. (5) The reactants are [NH:1]1[C:9]2[CH:8]=[CH:7][N:6]=[CH:5][C:4]=2[N:3]=[CH:2]1.C(=O)([O-])[O-].[K+].[K+].F[C:17]1[CH:22]=[CH:21][C:20]([N+:23]([O-:25])=[O:24])=[CH:19][CH:18]=1. The catalyst is CN(C)C=O.O. The product is [N+:23]([C:20]1[CH:21]=[CH:22][C:17]([N:3]2[C:4]3[CH:5]=[N:6][CH:7]=[CH:8][C:9]=3[N:1]=[CH:2]2)=[CH:18][CH:19]=1)([O-:25])=[O:24].[N+:23]([C:20]1[CH:21]=[CH:22][C:17]([N:1]2[C:9]3[CH:8]=[CH:7][N:6]=[CH:5][C:4]=3[N:3]=[CH:2]2)=[CH:18][CH:19]=1)([O-:25])=[O:24]. The yield is 0.0800. (6) The reactants are [CH3:1][C:2]1[CH:11]=[CH:10][C:9]2[C:4](=[C:5]([OH:12])[CH:6]=[CH:7][CH:8]=2)[N:3]=1.C1C=CC(P(C2C=CC=CC=2)C2C=CC=CC=2)=CC=1.CCOC(/N=N/C(OCC)=O)=O.[CH3:44][O:45][CH2:46][CH:47](O)[CH3:48]. The product is [CH3:44][O:45][CH2:46][CH:47]([O:12][C:5]1[CH:6]=[CH:7][CH:8]=[C:9]2[C:4]=1[N:3]=[C:2]([CH3:1])[CH:11]=[CH:10]2)[CH3:48]. The catalyst is C1COCC1.O. The yield is 0.688. (7) The reactants are [Mg].O1CCCC1.Cl[CH2:8][C:9]1[CH:14]=[CH:13][CH:12]=[C:11]([O:15][CH3:16])[CH:10]=1.CON(C)[C:20](=[O:31])[C:21]1[CH:26]=[CH:25][CH:24]=[C:23]([O:27][CH3:28])[C:22]=1[O:29][CH3:30]. No catalyst specified. The product is [CH3:30][O:29][C:22]1[C:23]([O:27][CH3:28])=[CH:24][CH:25]=[CH:26][C:21]=1[C:20](=[O:31])[CH2:8][C:9]1[CH:14]=[CH:13][CH:12]=[C:11]([O:15][CH3:16])[CH:10]=1. The yield is 0.878. (8) The reactants are [N+:1]([C:4]1[CH:5]=[C:6]2[C:10](=[CH:11][CH:12]=1)[NH:9][NH:8][C:7]2=[O:13])([O-:3])=[O:2].Br[CH2:15][C:16]([O:18][CH2:19][CH3:20])=[O:17].C(=O)([O-])[O-].[K+].[K+].Cl. The catalyst is CN(C=O)C.C(OCC)(=O)C.O. The product is [CH2:19]([O:18][C:16](=[O:17])[CH2:15][N:9]1[C:10]2[C:6](=[CH:5][C:4]([N+:1]([O-:3])=[O:2])=[CH:12][CH:11]=2)[C:7](=[O:13])[NH:8]1)[CH3:20]. The yield is 0.510.